The task is: Regression/Classification. Given a drug SMILES string, predict its toxicity properties. Task type varies by dataset: regression for continuous values (e.g., LD50, hERG inhibition percentage) or binary classification for toxic/non-toxic outcomes (e.g., AMES mutagenicity, cardiotoxicity, hepatotoxicity). Dataset: ames.. This data is from Ames mutagenicity test results for genotoxicity prediction. (1) The compound is CCCCOCCOCCSC#N. The result is 0 (non-mutagenic). (2) The drug is C/C=C\C=C/C=O. The result is 1 (mutagenic). (3) The molecule is CC(O)CN(C)N=O. The result is 1 (mutagenic).